The task is: Predict the reactants needed to synthesize the given product.. This data is from Full USPTO retrosynthesis dataset with 1.9M reactions from patents (1976-2016). (1) Given the product [CH3:16][NH:17][S:12]([C:7]1[CH:6]=[CH:5][C:4]2[C:9](=[CH:10][CH:11]=[C:2]([Br:1])[CH:3]=2)[CH:8]=1)(=[O:14])=[O:13], predict the reactants needed to synthesize it. The reactants are: [Br:1][C:2]1[CH:3]=[C:4]2[C:9](=[CH:10][CH:11]=1)[CH:8]=[C:7]([S:12](Cl)(=[O:14])=[O:13])[CH:6]=[CH:5]2.[CH3:16][NH2:17].[OH-].[K+].Cl. (2) Given the product [C:24]([NH:16][C:8]1[CH:9]=[CH:10][CH:11]=[C:12]2[C:7]=1[N:6]=[C:5]([C:3]([OH:2])=[O:4])[CH:14]=[C:13]2[OH:15])(=[O:26])[CH3:25], predict the reactants needed to synthesize it. The reactants are: C[O:2][C:3]([C:5]1[CH:14]=[C:13]([OH:15])[C:12]2[C:7](=[C:8]([NH2:16])[CH:9]=[CH:10][CH:11]=2)[N:6]=1)=[O:4].C(N(CC)CC)C.[C:24](Cl)(=[O:26])[CH3:25].[OH-].[Na+].Cl. (3) Given the product [CH3:13][N:14]([CH3:15])[C:2]1[N:3]([S:7]([N:10]([CH3:12])[CH3:11])(=[O:9])=[O:8])[CH:4]=[CH:5][N:6]=1, predict the reactants needed to synthesize it. The reactants are: Br[C:2]1[N:3]([S:7]([N:10]([CH3:12])[CH3:11])(=[O:9])=[O:8])[CH:4]=[CH:5][N:6]=1.[CH3:13][NH:14][CH3:15]. (4) The reactants are: [CH2:1]([O:3][C:4]([N:6]1[CH2:11][CH2:10][C:9](=[O:12])[CH2:8][CH2:7]1)=[O:5])[CH3:2].B(F)(F)F.O(CC)CC.[N+](=[CH:24][C:25]([O:27][CH2:28][CH3:29])=[O:26])=[N-]. Given the product [CH2:1]([O:3][C:4]([N:6]1[CH2:7][CH2:8][C:9](=[O:12])[CH:24]([C:25]([O:27][CH2:28][CH3:29])=[O:26])[CH2:10][CH2:11]1)=[O:5])[CH3:2], predict the reactants needed to synthesize it.